From a dataset of Full USPTO retrosynthesis dataset with 1.9M reactions from patents (1976-2016). Predict the reactants needed to synthesize the given product. Given the product [N+:3]([CH:6]([CH2:7][CH2:8][CH2:9][CH2:10][CH2:11][CH2:12][CH2:13][CH2:14][CH2:15][CH2:16][CH2:17][CH2:18][CH2:19][CH2:20][CH2:21][CH2:22][CH3:23])[CH2:26][CH2:25][C:24]([O:28][CH3:29])=[O:27])([O-:5])=[O:4], predict the reactants needed to synthesize it. The reactants are: [OH-].[Na+].[N+:3]([CH2:6][CH2:7][CH2:8][CH2:9][CH2:10][CH2:11][CH2:12][CH2:13][CH2:14][CH2:15][CH2:16][CH2:17][CH2:18][CH2:19][CH2:20][CH2:21][CH2:22][CH3:23])([O-:5])=[O:4].[C:24]([O:28][CH3:29])(=[O:27])[CH:25]=[CH2:26].